This data is from Full USPTO retrosynthesis dataset with 1.9M reactions from patents (1976-2016). The task is: Predict the reactants needed to synthesize the given product. (1) The reactants are: [H-].[Na+].[I:3][C:4]1[CH:9]=[C:8]([C:10]2([C:16]3[CH:21]=[CH:20][CH:19]=[CH:18][CH:17]=3)[CH2:15][CH2:14][CH2:13][CH2:12][CH2:11]2)[CH:7]=[CH:6][C:5]=1[OH:22].[CH3:23]I. Given the product [I:3][C:4]1[CH:9]=[C:8]([C:10]2([C:16]3[CH:17]=[CH:18][CH:19]=[CH:20][CH:21]=3)[CH2:11][CH2:12][CH2:13][CH2:14][CH2:15]2)[CH:7]=[CH:6][C:5]=1[O:22][CH3:23], predict the reactants needed to synthesize it. (2) Given the product [Cl-:22].[C:11]([CH2:10][S:9][C:7]1[N:6]([CH3:16])[C:5]2[CH:17]=[C:18]([F:19])[C:2]([F:1])=[CH:3][C:4]=2[NH+:8]=1)([OH:13])=[O:12], predict the reactants needed to synthesize it. The reactants are: [F:1][C:2]1[C:18]([F:19])=[CH:17][C:5]2[N:6]([CH3:16])[C:7]([S:9][CH2:10][C:11]([O:13]CC)=[O:12])=[N:8][C:4]=2[CH:3]=1.[OH-].[K+].[ClH:22]. (3) Given the product [N:19]1[CH:20]=[CH:21][N:22]=[CH:23][C:18]=1[C:16]([NH:15][C:14]1[C:3]2[C:4](=[N:5][CH:6]=[C:7]([C:8]([F:11])([F:10])[F:9])[C:2]=2[N:24]2[CH2:29][CH2:28][CH2:27][C@@H:26]([NH:30][C:31](=[O:37])[O:32][C:33]([CH3:35])([CH3:34])[CH3:36])[CH2:25]2)[NH:12][CH:13]=1)=[O:17], predict the reactants needed to synthesize it. The reactants are: Cl[C:2]1[C:7]([C:8]([F:11])([F:10])[F:9])=[CH:6][N:5]=[C:4]2[NH:12][CH:13]=[C:14]([NH:15][C:16]([C:18]3[CH:23]=[N:22][CH:21]=[CH:20][N:19]=3)=[O:17])[C:3]=12.[NH:24]1[CH2:29][CH2:28][CH2:27][C@@H:26]([NH:30][C:31](=[O:37])[O:32][C:33]([CH3:36])([CH3:35])[CH3:34])[CH2:25]1. (4) Given the product [CH3:18][O:17][C:15](=[O:16])[C:14](=[O:19])[CH2:12][C:11]([C:5]1[CH:6]=[C:7]([CH3:10])[CH:8]=[CH:9][C:4]=1[F:3])=[O:13], predict the reactants needed to synthesize it. The reactants are: [H-].[Na+].[F:3][C:4]1[CH:9]=[CH:8][C:7]([CH3:10])=[CH:6][C:5]=1[C:11](=[O:13])[CH3:12].[C:14](OC)(=[O:19])[C:15]([O:17][CH3:18])=[O:16].Cl. (5) The reactants are: F[C:2]1[CH:7]=[CH:6][CH:5]=[C:4]([F:8])[C:3]=1[N+:9]([O-:11])=[O:10].C([O-])([O-])=O.[K+].[K+].[C:18]([O:26][CH2:27][CH3:28])(=[O:25])[CH2:19][C:20]([O:22][CH2:23][CH3:24])=[O:21].Cl. Given the product [F:8][C:4]1[C:3]([N+:9]([O-:11])=[O:10])=[C:2]([CH:19]([C:20]([O:22][CH2:23][CH3:24])=[O:21])[C:18]([O:26][CH2:27][CH3:28])=[O:25])[CH:7]=[CH:6][CH:5]=1, predict the reactants needed to synthesize it. (6) Given the product [N+:8]([C:5]1[CH:6]=[CH:7][C:2]([CH:1]=[O:12])=[N:3][CH:4]=1)([O-:10])=[O:9], predict the reactants needed to synthesize it. The reactants are: [CH3:1][C:2]1[CH:7]=[CH:6][C:5]([N+:8]([O-:10])=[O:9])=[CH:4][N:3]=1.[Se](=O)=[O:12].